Dataset: NCI-60 drug combinations with 297,098 pairs across 59 cell lines. Task: Regression. Given two drug SMILES strings and cell line genomic features, predict the synergy score measuring deviation from expected non-interaction effect. Drug 1: CNC(=O)C1=CC=CC=C1SC2=CC3=C(C=C2)C(=NN3)C=CC4=CC=CC=N4. Drug 2: C1C(C(OC1N2C=NC3=C2NC=NCC3O)CO)O. Cell line: IGROV1. Synergy scores: CSS=-5.54, Synergy_ZIP=0.458, Synergy_Bliss=-3.31, Synergy_Loewe=-5.26, Synergy_HSA=-4.64.